Dataset: Forward reaction prediction with 1.9M reactions from USPTO patents (1976-2016). Task: Predict the product of the given reaction. (1) Given the reactants [C:1]([O:5][C:6](=[O:26])[NH:7][CH2:8][CH2:9][CH2:10][O:11][C:12]1[CH:17]=[C:16]([N:18]2[CH2:22][CH2:21][CH2:20][CH2:19]2)[CH:15]=[CH:14][C:13]=1[N+:23]([O-])=O)([CH3:4])([CH3:3])[CH3:2], predict the reaction product. The product is: [C:1]([O:5][C:6](=[O:26])[NH:7][CH2:8][CH2:9][CH2:10][O:11][C:12]1[CH:17]=[C:16]([N:18]2[CH2:19][CH2:20][CH2:21][CH2:22]2)[CH:15]=[CH:14][C:13]=1[NH2:23])([CH3:4])([CH3:2])[CH3:3]. (2) Given the reactants [O:1]=[C:2]1[CH:11]=[C:10]([C:12]([O:14][CH2:15][CH3:16])=[O:13])[C:9]2[C:4](=[CH:5][C:6](OS(C(F)(F)F)(=O)=O)=[CH:7][CH:8]=2)[O:3]1.[Cl:25][C:26]1[CH:31]=[CH:30][CH:29]=[C:28]([Cl:32])[C:27]=1[C:33]1[C:37]([CH2:38][O:39][C:40]2[CH:45]=[CH:44][C:43](B3OC(C)(C)C(C)(C)O3)=[CH:42][CH:41]=2)=[C:36]([CH:55]([CH3:57])[CH3:56])[O:35][N:34]=1.P([O-])([O-])([O-])=O.[K+].[K+].[K+].C(OCC)(=O)C, predict the reaction product. The product is: [Cl:32][C:28]1[CH:29]=[CH:30][CH:31]=[C:26]([Cl:25])[C:27]=1[C:33]1[C:37]([CH2:38][O:39][C:40]2[CH:41]=[CH:42][C:43]([C:6]3[CH:5]=[C:4]4[C:9]([C:10]([C:12]([O:14][CH2:15][CH3:16])=[O:13])=[CH:11][C:2](=[O:1])[O:3]4)=[CH:8][CH:7]=3)=[CH:44][CH:45]=2)=[C:36]([CH:55]([CH3:57])[CH3:56])[O:35][N:34]=1.